Dataset: Full USPTO retrosynthesis dataset with 1.9M reactions from patents (1976-2016). Task: Predict the reactants needed to synthesize the given product. (1) Given the product [OH:16][CH2:15][CH2:14][CH2:13][C:8]12[CH2:9][CH2:10][C:5]([C:3]([O:2][CH3:1])=[O:4])([CH2:12][CH2:11]1)[CH2:6][CH2:7]2, predict the reactants needed to synthesize it. The reactants are: [CH3:1][O:2][C:3]([C:5]12[CH2:12][CH2:11][C:8]([CH2:13][CH2:14][C:15](O)=[O:16])([CH2:9][CH2:10]1)[CH2:7][CH2:6]2)=[O:4].B.Cl. (2) Given the product [C:12]([O:11][C:9]([NH:1][C@@H:2]([CH2:3][C:16]1[CH2:20][CH2:19][C:18](=[O:21])[CH:17]=1)[C:5]([O:7][CH3:8])=[O:6])=[O:10])([CH3:15])([CH3:14])[CH3:13], predict the reactants needed to synthesize it. The reactants are: [NH:1]([C:9]([O:11][C:12]([CH3:15])([CH3:14])[CH3:13])=[O:10])[C@H:2]([C:5]([O:7][CH3:8])=[O:6])[CH2:3]I.[C:16]1(=O)[CH2:20][CH2:19][C:18](=[O:21])[CH2:17]1. (3) Given the product [CH2:2]([C:4]1[S:24][C:7]2[N:8]=[C:9]([S:18][CH2:19][C:20]([O:22][CH3:23])=[O:21])[N:10]=[C:11]([N:12]3[CH2:17][CH2:16][N:15]([C:38](=[O:39])[CH2:37][CH2:36][O:35][CH3:34])[CH2:14][CH2:13]3)[C:6]=2[CH:5]=1)[CH3:3], predict the reactants needed to synthesize it. The reactants are: Cl.[CH2:2]([C:4]1[S:24][C:7]2[N:8]=[C:9]([S:18][CH2:19][C:20]([O:22][CH3:23])=[O:21])[N:10]=[C:11]([N:12]3[CH2:17][CH2:16][NH:15][CH2:14][CH2:13]3)[C:6]=2[CH:5]=1)[CH3:3].C(N(C(C)C)CC)(C)C.[CH3:34][O:35][CH2:36][CH2:37][C:38](Cl)=[O:39]. (4) Given the product [CH2:1]([O:8][CH2:9][C@@H:10]([OH:11])[CH2:12][CH2:15][CH:14]=[CH2:13])[C:2]1[CH:7]=[CH:6][CH:5]=[CH:4][CH:3]=1, predict the reactants needed to synthesize it. The reactants are: [CH2:1]([O:8][CH2:9][C@@H:10]1[CH2:12][O:11]1)[C:2]1[CH:7]=[CH:6][CH:5]=[CH:4][CH:3]=1.[CH2:13]([Mg]Br)[CH:14]=[CH2:15]. (5) Given the product [Cl:29][C:30]1[CH:31]=[C:32]([N:37]2[CH2:42][CH2:41][N:40]([C:13]([C:12]3[C:8]([C:3]4[CH:4]=[CH:5][CH:6]=[CH:7][C:2]=4[F:1])=[N:9][O:10][C:11]=3[CH3:16])=[O:15])[CH2:39][CH2:38]2)[CH:33]=[CH:34][C:35]=1[Cl:36], predict the reactants needed to synthesize it. The reactants are: [F:1][C:2]1[CH:7]=[CH:6][CH:5]=[CH:4][C:3]=1[C:8]1[C:12]([C:13]([OH:15])=O)=[C:11]([CH3:16])[O:10][N:9]=1.Cl.C(N=C=NCCCN(C)C)C.[Cl:29][C:30]1[CH:31]=[C:32]([N:37]2[CH2:42][CH2:41][NH:40][CH2:39][CH2:38]2)[CH:33]=[CH:34][C:35]=1[Cl:36]. (6) Given the product [CH:12]([C:10]1[CH:9]=[C:6]([CH2:7][NH2:8])[CH:5]=[C:4]([CH:2]([CH3:3])[CH3:1])[N:11]=1)([CH3:14])[CH3:13], predict the reactants needed to synthesize it. The reactants are: [CH2:1]=[C:2]([C:4]1[CH:5]=[C:6]([CH:9]=[C:10]([C:12]([CH3:14])=[CH2:13])[N:11]=1)[C:7]#[N:8])[CH3:3].C(C1C=NC=C(CCC(C)C)C=1)#N. (7) Given the product [CH:41]1([CH2:44][N:45]2[C:53]3[N:52]=[C:51]([CH2:54][C:55]4[CH:56]=[CH:57][C:58]([N:61]([CH3:62])[C:11]([C:6]5[C:5]([NH:4][C:1](=[O:3])[CH3:2])=[CH:9][S:8][C:7]=5[CH3:10])=[O:13])=[CH:59][CH:60]=4)[NH:50][C:49]=3[C:48](=[O:63])[N:47]([CH2:64][C:65]3[CH:70]=[CH:69][CH:68]=[CH:67][C:66]=3[F:71])[C:46]2=[O:72])[CH2:43][CH2:42]1, predict the reactants needed to synthesize it. The reactants are: [C:1]([NH:4][C:5]1[C:6]([C:11]([OH:13])=O)=[C:7]([CH3:10])[S:8][CH:9]=1)(=[O:3])[CH3:2].C1(P(C2C=CC=CC=2)C2C=CC=CC=2)C=CC=CC=1.ClN1C(=O)CCC1=O.[CH:41]1([CH2:44][N:45]2[C:53]3[N:52]=[C:51]([CH2:54][C:55]4[CH:60]=[CH:59][C:58]([NH:61][CH3:62])=[CH:57][CH:56]=4)[NH:50][C:49]=3[C:48](=[O:63])[N:47]([CH2:64][C:65]3[CH:70]=[CH:69][CH:68]=[CH:67][C:66]=3[F:71])[C:46]2=[O:72])[CH2:43][CH2:42]1.C(N(CC)CC)C. (8) Given the product [F:24][C:21]1[CH:22]=[CH:23][C:18]([CH2:17][C:15]2[NH:16][C:12]([C:10]3[C:9]([OH:25])=[C:8]4[C:3]([CH:4]=[CH:5][CH:6]=[N:7]4)=[C:2]([S:27]([CH3:26])(=[O:29])=[O:28])[N:11]=3)=[N:13][N:14]=2)=[CH:19][CH:20]=1, predict the reactants needed to synthesize it. The reactants are: Br[C:2]1[N:11]=[C:10]([C:12]2[NH:16][C:15]([CH2:17][C:18]3[CH:23]=[CH:22][C:21]([F:24])=[CH:20][CH:19]=3)=[N:14][N:13]=2)[C:9]([OH:25])=[C:8]2[C:3]=1[CH:4]=[CH:5][CH:6]=[N:7]2.[CH3:26][S:27]([OH:29])=[O:28].[Na].O.